The task is: Predict the reactants needed to synthesize the given product.. This data is from Full USPTO retrosynthesis dataset with 1.9M reactions from patents (1976-2016). (1) Given the product [C:18]([C:15]1[CH:14]=[CH:13][CH:12]=[C:11]2[C:16]=1[CH:17]=[C:8]([C:5]1[CH:4]=[CH:3][C:2]([O:1][S:28]([C:31]([F:34])([F:33])[F:32])(=[O:30])=[O:29])=[CH:7][CH:6]=1)[NH:9][C:10]2=[O:20])#[N:19], predict the reactants needed to synthesize it. The reactants are: [OH:1][C:2]1[CH:7]=[CH:6][C:5]([C:8]2[NH:9][C:10](=[O:20])[C:11]3[CH:12]=[CH:13][CH:14]=[C:15]([C:18]#[N:19])[C:16]=3[CH:17]=2)=[CH:4][CH:3]=1.C1C=CC(N([S:28]([C:31]([F:34])([F:33])[F:32])(=[O:30])=[O:29])[S:28]([C:31]([F:34])([F:33])[F:32])(=[O:30])=[O:29])=CC=1.CCN(CC)CC.CN(C=O)C. (2) Given the product [C:1]([O:5][C:6](=[O:41])[CH2:7][O:8][C:9]1[CH:18]=[CH:17][C:16]([Cl:19])=[C:15]2[C:10]=1[C:11]([CH3:40])=[C:12]([CH2:24][C:25]1[CH:30]=[CH:29][C:28]([N:47]3[CH:46]=[C:45]([CH:42]4[CH2:44][CH2:43]4)[CH:49]=[N:48]3)=[CH:27][CH:26]=1)[C:13]([O:20][CH:21]([F:22])[F:23])=[N:14]2)([CH3:4])([CH3:2])[CH3:3], predict the reactants needed to synthesize it. The reactants are: [C:1]([O:5][C:6](=[O:41])[CH2:7][O:8][C:9]1[CH:18]=[CH:17][C:16]([Cl:19])=[C:15]2[C:10]=1[C:11]([CH3:40])=[C:12]([CH2:24][C:25]1[CH:30]=[CH:29][C:28](B3OC(C)(C)C(C)(C)O3)=[CH:27][CH:26]=1)[C:13]([O:20][CH:21]([F:23])[F:22])=[N:14]2)([CH3:4])([CH3:3])[CH3:2].[CH:42]1([C:45]2[CH:46]=[N:47][NH:48][CH:49]=2)[CH2:44][CH2:43]1. (3) Given the product [OH:10][CH2:15][CH2:14][CH2:13][CH2:12][C:11]([N:3]([O:4][CH3:5])[CH3:2])=[O:16], predict the reactants needed to synthesize it. The reactants are: Cl.[CH3:2][NH:3][O:4][CH3:5].C[Al](C)C.[O:10]1[CH2:15][CH2:14][CH2:13][CH2:12][C:11]1=[O:16].Cl.